From a dataset of Full USPTO retrosynthesis dataset with 1.9M reactions from patents (1976-2016). Predict the reactants needed to synthesize the given product. (1) Given the product [N:1]1([CH2:10][C:11]2[CH:20]=[CH:19][C:14]([C:15]([OH:17])=[O:16])=[CH:13][CH:12]=2)[C:9]2[C:4](=[CH:5][CH:6]=[CH:7][CH:8]=2)[CH:3]=[CH:2]1, predict the reactants needed to synthesize it. The reactants are: [N:1]1([CH2:10][C:11]2[CH:20]=[CH:19][C:14]([C:15]([O:17]C)=[O:16])=[CH:13][CH:12]=2)[C:9]2[C:4](=[CH:5][CH:6]=[CH:7][CH:8]=2)[CH:3]=[CH:2]1.[OH-].[Na+]. (2) Given the product [OH:18][CH2:17][C:13]1[CH:12]=[C:11]2[C:16]([C:7]([C:5]3[N:6]=[C:2]([CH3:1])[S:3][CH:4]=3)=[CH:8][C:9](=[O:20])[O:10]2)=[CH:15][CH:14]=1, predict the reactants needed to synthesize it. The reactants are: [CH3:1][C:2]1[S:3][CH:4]=[C:5]([C:7]2[C:16]3[C:11](=[CH:12][C:13]([C:17](O)=[O:18])=[CH:14][CH:15]=3)[O:10][C:9](=[O:20])[CH:8]=2)[N:6]=1.C1COCC1.C(OC(Cl)=O)C(C)C.[BH4-].[Na+].O. (3) Given the product [CH:1]1([CH2:5][N:6]([C:23](=[O:24])[C:22]2[CH:26]=[CH:27][CH:28]=[CH:29][C:21]=2[S:20][CH3:19])[C@H:7]2[CH2:11][CH2:10][N:9]([C:12]([O:14][C:15]([CH3:18])([CH3:17])[CH3:16])=[O:13])[CH2:8]2)[CH2:2][CH2:3][CH2:4]1, predict the reactants needed to synthesize it. The reactants are: [CH:1]1([CH2:5][NH:6][C@H:7]2[CH2:11][CH2:10][N:9]([C:12]([O:14][C:15]([CH3:18])([CH3:17])[CH3:16])=[O:13])[CH2:8]2)[CH2:4][CH2:3][CH2:2]1.[CH3:19][S:20][C:21]1[CH:29]=[CH:28][CH:27]=[CH:26][C:22]=1[C:23](Cl)=[O:24].C(N(CC)CC)C. (4) Given the product [CH3:1][O:2][C:3]1[C:12]([CH2:13][CH2:14][N:15]2[CH2:16][CH2:17][CH:18]([N:21]3[C:29]4[C:24](=[CH:25][CH:26]=[C:27]([C:30]([NH2:32])=[O:31])[CH:28]=4)[CH:23]=[CH:22]3)[CH2:19][CH2:20]2)=[C:11]2[C:6]([C:7](=[O:33])[CH2:8][CH2:9][O:10]2)=[CH:5][CH:4]=1, predict the reactants needed to synthesize it. The reactants are: [CH3:1][O:2][C:3]1[C:12]([CH2:13][CH2:14][N:15]2[CH2:20][CH2:19][CH:18]([N:21]3[C:29]4[C:24](=[CH:25][CH:26]=[C:27]([C:30]([NH2:32])=[O:31])[CH:28]=4)[CH:23]=[CH:22]3)[CH2:17][CH2:16]2)=[C:11]2[C:6]([C:7](=[O:33])[CH:8]=[CH:9][O:10]2)=[CH:5][CH:4]=1. (5) Given the product [Cl:14][C:10]1[C:8]2[S:9][C:5]([CH2:3][OH:2])=[CH:6][C:7]=2[CH:13]=[CH:12][CH:11]=1, predict the reactants needed to synthesize it. The reactants are: C[O:2][C:3]([C:5]1[S:9][C:8]2[C:10]([Cl:14])=[CH:11][CH:12]=[CH:13][C:7]=2[CH:6]=1)=O.[H-].[H-].[H-].[H-].[Li+].[Al+3]. (6) The reactants are: [Cl:1][C:2]1[CH:3]=[C:4]([S:8]([N:11]2[C:19]3[C:14](=[CH:15][CH:16]=[C:17]([C:20](O)=[O:21])[CH:18]=3)[CH2:13][CH2:12]2)(=[O:10])=[O:9])[CH:5]=[CH:6][CH:7]=1.[CH2:23]([O:25][C:26](=[O:34])[CH2:27][C:28]1[N:29]=[C:30]([NH2:33])[S:31][CH:32]=1)[CH3:24]. Given the product [CH2:23]([O:25][C:26](=[O:34])[CH2:27][C:28]1[N:29]=[C:30]([NH:33][C:20]([C:17]2[CH:18]=[C:19]3[C:14]([CH2:13][CH2:12][N:11]3[S:8]([C:4]3[CH:5]=[CH:6][CH:7]=[C:2]([Cl:1])[CH:3]=3)(=[O:10])=[O:9])=[CH:15][CH:16]=2)=[O:21])[S:31][CH:32]=1)[CH3:24], predict the reactants needed to synthesize it. (7) Given the product [N:1]1([S:18]([C:21]2[CH:22]=[CH:23][C:24]([C:25]([OH:27])=[O:26])=[CH:28][CH:29]=2)(=[O:20])=[O:19])[C:9]2[C:4](=[CH:5][CH:6]=[CH:7][CH:8]=2)[CH2:3][CH2:2]1, predict the reactants needed to synthesize it. The reactants are: [NH:1]1[C:9]2[C:4](=[CH:5][CH:6]=[CH:7][CH:8]=2)[CH2:3][CH2:2]1.C(N(CC)CC)C.Cl[S:18]([C:21]1[CH:29]=[CH:28][C:24]([C:25]([OH:27])=[O:26])=[CH:23][CH:22]=1)(=[O:20])=[O:19].